From a dataset of Full USPTO retrosynthesis dataset with 1.9M reactions from patents (1976-2016). Predict the reactants needed to synthesize the given product. (1) The reactants are: [N+:1]([C:4]1[CH:5]=[N:6][NH:7][CH:8]=1)([O-:3])=[O:2].I[C:10]1[CH:15]=[CH:14][CH:13]=[CH:12][CH:11]=1.OC1C=CC=C2C=1N=CC=C2.C([O-])([O-])=O.[K+].[K+]. Given the product [N+:1]([C:4]1[CH:5]=[N:6][N:7]([C:10]2[CH:15]=[CH:14][CH:13]=[CH:12][CH:11]=2)[CH:8]=1)([O-:3])=[O:2], predict the reactants needed to synthesize it. (2) Given the product [C:1]([N:4]([C:12]([CH3:14])([CH3:13])[CH3:11])[S:5]([C:8]1[CH:9]=[C:10]([C:29]2[CH:30]=[CH:31][CH:32]=[C:27]([S:24]([NH2:23])(=[O:26])=[O:25])[CH:28]=2)[C:11]([O:16][CH3:17])=[C:12]([CH:14]=[O:15])[CH:13]=1)(=[O:7])=[O:6])(=[O:3])[CH3:2], predict the reactants needed to synthesize it. The reactants are: [C:1]([NH:4][S:5]([C:8]1[CH:13]=[C:12]([CH:14]=[O:15])[C:11]([O:16][CH3:17])=[C:10](Br)[CH:9]=1)(=[O:7])=[O:6])(=[O:3])[CH3:2].C([NH:23][S:24]([C:27]1[CH:32]=[CH:31][CH:30]=[C:29](B2OC(C)(C)C(C)(C)O2)[CH:28]=1)(=[O:26])=[O:25])(C)(C)C. (3) The reactants are: [CH3:1][C:2]1([CH3:38])[O:6][CH:5]([CH2:7][O:8][CH2:9][CH2:10][C:11]2[C:16]([CH:17]([C:19]3[CH:24]=[CH:23][C:22]([O:25][CH3:26])=[C:21]([F:27])[CH:20]=3)[OH:18])=[C:15]([O:28][CH2:29][O:30][CH3:31])[CH:14]=[C:13]([O:32][CH2:33][O:34][CH3:35])[C:12]=2[CH2:36][CH3:37])[CH2:4][O:3]1.[Cr](O[Cr]([O-])(=O)=O)([O-])(=O)=O.[NH+]1C=CC=CC=1.[NH+]1C=CC=CC=1. Given the product [F:27][C:21]1[CH:20]=[C:19]([C:17]([C:16]2[C:11]([CH2:10][CH2:9][O:8][CH2:7][CH:5]3[CH2:4][O:3][C:2]([CH3:1])([CH3:38])[O:6]3)=[C:12]([CH2:36][CH3:37])[C:13]([O:32][CH2:33][O:34][CH3:35])=[CH:14][C:15]=2[O:28][CH2:29][O:30][CH3:31])=[O:18])[CH:24]=[CH:23][C:22]=1[O:25][CH3:26], predict the reactants needed to synthesize it. (4) Given the product [C:1]([O:5][C:6]([N:8]1[CH2:9][C@@H:10]([CH2:23][N:24]([C:42](=[O:57])[C:43]2[CH:48]=[CH:47][C:46]([CH2:49][CH3:50])=[C:45]([O:51][CH2:52][CH2:53][CH2:54][O:55][CH3:56])[CH:44]=2)[CH:25]([CH3:26])[CH3:27])[C@H:11]([NH2:13])[CH2:12]1)=[O:7])([CH3:2])([CH3:3])[CH3:4], predict the reactants needed to synthesize it. The reactants are: [C:1]([O:5][C:6]([N:8]1[CH2:12][C@@H:11]([NH:13]C(OCC[Si](C)(C)C)=O)[C@H:10]([CH2:23][NH:24][CH:25]([CH3:27])[CH3:26])[CH2:9]1)=[O:7])([CH3:4])([CH3:3])[CH3:2].C([C@H]1CNC[C@@H]1CN(C(C)C)[C:42](=[O:57])[C:43]1[CH:48]=[CH:47][C:46]([CH2:49][CH3:50])=[C:45]([O:51][CH2:52][CH2:53][CH2:54][O:55][CH3:56])[CH:44]=1)C1C=CC=CC=1.CCCCCC.CCOC(C)=O.CC#N.O. (5) The reactants are: [O:1]=[C:2]1[CH:11]=[CH:10][C:9]2[C:4](=[N:5][CH:6]=[CH:7][CH:8]=2)[N:3]1[CH2:12][CH2:13][N:14]1[CH2:19][CH2:18][CH:17]([NH:20]C(=O)OC(C)(C)C)[CH2:16][CH2:15]1. Given the product [NH2:20][CH:17]1[CH2:18][CH2:19][N:14]([CH2:13][CH2:12][N:3]2[C:4]3[C:9](=[CH:8][CH:7]=[CH:6][N:5]=3)[CH:10]=[CH:11][C:2]2=[O:1])[CH2:15][CH2:16]1, predict the reactants needed to synthesize it. (6) Given the product [N:19]1[CH:20]=[CH:21][CH:22]=[CH:23][C:18]=1[CH:15]1[CH2:14][CH2:13][N:12]([CH2:11][CH2:10][CH2:9][NH2:8])[CH2:17][CH2:16]1, predict the reactants needed to synthesize it. The reactants are: C(OC([NH:8][CH2:9][CH2:10][CH2:11][N:12]1[CH2:17][CH2:16][CH:15]([C:18]2[CH:23]=[CH:22][CH:21]=[CH:20][N:19]=2)[CH2:14][CH2:13]1)=O)(C)(C)C. (7) Given the product [CH2:29]([N:31]([CH2:32][CH3:33])[C:25](=[O:27])[C:24]([N:11]1[CH:10]([C:3]2[C:4]3[C:9](=[CH:8][CH:7]=[CH:6][CH:5]=3)[NH:1][CH:2]=2)[C:23]2[C:18](=[CH:19][CH:20]=[CH:21][CH:22]=2)[C:17]2[CH:16]=[CH:15][CH:14]=[CH:13][C:12]1=2)=[O:28])[CH3:30], predict the reactants needed to synthesize it. The reactants are: [NH:1]1[C:9]2[C:4](=[CH:5][CH:6]=[CH:7][CH:8]=2)[C:3]([CH:10]2[C:23]3[C:18](=[CH:19][CH:20]=[CH:21][CH:22]=3)[C:17]3[CH:16]=[CH:15][CH:14]=[CH:13][C:12]=3[N:11]2[C:24](=[O:28])[C:25]([OH:27])=O)=[CH:2]1.[CH2:29]([NH:31][CH2:32][CH3:33])[CH3:30].